Dataset: Catalyst prediction with 721,799 reactions and 888 catalyst types from USPTO. Task: Predict which catalyst facilitates the given reaction. (1) Reactant: [F:1][CH:2]([F:6])[C:3](O)=[O:4].CN(C(ON1N=NC2C=CC=CC1=2)=[N+](C)C)C.F[P-](F)(F)(F)(F)F.CCN(C(C)C)C(C)C.[O:40]1[CH2:45][CH2:44][N:43]([C:46]2[N:51]=[C:50]([N:52]3[CH2:57][CH2:56][O:55][CH2:54][CH2:53]3)[N:49]=[C:48]([C:58]3[CH:64]=[CH:63][C:61]([NH2:62])=[CH:60][CH:59]=3)[N:47]=2)[CH2:42][CH2:41]1. Product: [N:43]1([C:46]2[N:51]=[C:50]([N:52]3[CH2:57][CH2:56][O:55][CH2:54][CH2:53]3)[N:49]=[C:48]([C:58]3[CH:64]=[CH:63][C:61]([NH:62][C:3](=[O:4])[CH:2]([F:6])[F:1])=[CH:60][CH:59]=3)[N:47]=2)[CH2:42][CH2:41][O:40][CH2:45][CH2:44]1. The catalyst class is: 3. (2) Reactant: [Br:1][C:2]1[C:10]2[C:5](=[C:6]3[CH:13]=[CH:12][N:11]([CH2:14][O:15][CH2:16][CH2:17][Si:18]([CH3:21])([CH3:20])[CH3:19])[C:7]3=[N:8][CH:9]=2)[N:4]([C@@H:22]2[C@H:27]([CH3:28])[CH2:26][CH2:25][NH:24][CH2:23]2)[CH:3]=1.C(=O)([O-])O.[Na+].Cl[C:35]([O:37][CH2:38][C:39]1[CH:44]=[CH:43][CH:42]=[CH:41][CH:40]=1)=[O:36]. Product: [Br:1][C:2]1[C:10]2[C:5](=[C:6]3[CH:13]=[CH:12][N:11]([CH2:14][O:15][CH2:16][CH2:17][Si:18]([CH3:21])([CH3:20])[CH3:19])[C:7]3=[N:8][CH:9]=2)[N:4]([CH:22]2[CH:27]([CH3:28])[CH2:26][CH2:25][N:24]([C:35]([O:37][CH2:38][C:39]3[CH:44]=[CH:43][CH:42]=[CH:41][CH:40]=3)=[O:36])[CH2:23]2)[CH:3]=1. The catalyst class is: 2. (3) Reactant: I[C:2]1[CH:7]=[CH:6][C:5]([C:8]([F:11])([F:10])[F:9])=[CH:4][CH:3]=1.[OH:12][C:13]1[CH:18]=[CH:17][C:16](B(O)O)=[CH:15][CH:14]=1.C(=O)([O-])[O-].[K+].[K+].O1CCOCC1. Product: [OH:12][C:13]1[CH:18]=[CH:17][C:16]([C:2]2[CH:7]=[CH:6][C:5]([C:8]([F:11])([F:10])[F:9])=[CH:4][CH:3]=2)=[CH:15][CH:14]=1. The catalyst class is: 189. (4) The catalyst class is: 331. Reactant: [F:1][C:2]([F:7])([F:6])[C:3]([OH:5])=[O:4].[NH:8]1[CH:12]=[C:11]([CH:13]=[CH:14][CH2:15][CH2:16][CH2:17][C:18]([OH:20])=[O:19])[N:10]=[CH:9]1. Product: [F:1][C:2]([F:7])([F:6])[C:3]([OH:5])=[O:4].[NH:8]1[CH:12]=[C:11]([CH2:13][CH2:14][CH2:15][CH2:16][CH2:17][C:18]([OH:20])=[O:19])[N:10]=[CH:9]1. (5) The catalyst class is: 1. Product: [F:11][C:3]1[CH:4]=[C:5]([O:9][CH3:10])[CH:6]=[C:7]([F:8])[C:2]=1[N:17]([C:26]([O:28][C:29]([CH3:32])([CH3:31])[CH3:30])=[O:27])[NH:18][C:19]([O:21][C:22]([CH3:23])([CH3:24])[CH3:25])=[O:20]. Reactant: Br[C:2]1[C:7]([F:8])=[CH:6][C:5]([O:9][CH3:10])=[CH:4][C:3]=1[F:11].[Li]CCCC.[N:17]([C:26]([O:28][C:29]([CH3:32])([CH3:31])[CH3:30])=[O:27])=[N:18][C:19]([O:21][C:22]([CH3:25])([CH3:24])[CH3:23])=[O:20].N#N. (6) Reactant: [CH2:1]([O:3][C@H:4]([CH3:51])[CH2:5][O:6][CH2:7][C:8]1[CH:13]=[CH:12][C:11]([C@@H:14]2[C@@H:19]([O:20][CH2:21][C:22]3[CH:23]=[CH:24][C:25]4[O:30][CH2:29][CH2:28][N:27]([CH2:31][CH2:32][CH2:33][O:34][CH3:35])[C:26]=4[CH:36]=3)[CH2:18][N:17]([S:37]([C:40]3[CH:45]=[CH:44][C:43]([CH3:46])=[CH:42][CH:41]=3)(=[O:39])=[O:38])[C@@H:16]([CH2:47][C:48](O)=[O:49])[CH2:15]2)=[CH:10][CH:9]=1)[CH3:2].ClC(N(C)C)=C(C)C.[C:60]([O:64][C:65]([CH3:68])([CH3:67])[CH3:66])(=[O:63])[NH:61][NH2:62].CCN(CC)CC. Product: [C:65]([O:64][C:60]([NH:61][NH:62][C:48](=[O:49])[CH2:47][C@H:16]1[CH2:15][C@H:14]([C:11]2[CH:12]=[CH:13][C:8]([CH2:7][O:6][CH2:5][C@H:4]([O:3][CH2:1][CH3:2])[CH3:51])=[CH:9][CH:10]=2)[C@@H:19]([O:20][CH2:21][C:22]2[CH:23]=[CH:24][C:25]3[O:30][CH2:29][CH2:28][N:27]([CH2:31][CH2:32][CH2:33][O:34][CH3:35])[C:26]=3[CH:36]=2)[CH2:18][N:17]1[S:37]([C:40]1[CH:45]=[CH:44][C:43]([CH3:46])=[CH:42][CH:41]=1)(=[O:39])=[O:38])=[O:63])([CH3:68])([CH3:67])[CH3:66]. The catalyst class is: 2. (7) Product: [NH2:1][C:4]1[CH:15]=[CH:14][C:7]2[CH2:8][CH2:9][CH2:10][CH2:11][C:12](=[O:13])[C:6]=2[CH:5]=1. Reactant: [N+:1]([C:4]1[CH:15]=[CH:14][C:7]2[CH2:8][CH2:9][CH2:10][CH2:11][C:12](=[O:13])[C:6]=2[CH:5]=1)([O-])=O.[OH-].[Na+].CCOC(C)=O.CCCCCC. The catalyst class is: 502. (8) Reactant: Cl[C:2](Cl)(Cl)[CH:3]([OH:5])O.[O-]S([O-])(=O)=O.[Na+].[Na+].Cl.[NH2:16][C:17]1[CH:22]=[CH:21][C:20]([C:23]([CH3:32])([CH2:29][CH2:30][CH3:31])[C:24]([O:26][CH2:27][CH3:28])=[O:25])=[CH:19][CH:18]=1.[Cl-].[OH:34][NH3+:35]. Product: [OH:34]/[N:35]=[CH:2]/[C:3]([NH:16][C:17]1[CH:18]=[CH:19][C:20]([C:23]([CH3:32])([CH2:29][CH2:30][CH3:31])[C:24]([O:26][CH2:27][CH3:28])=[O:25])=[CH:21][CH:22]=1)=[O:5]. The catalyst class is: 6.